From a dataset of hERG potassium channel inhibition data for cardiac toxicity prediction from Karim et al.. Regression/Classification. Given a drug SMILES string, predict its toxicity properties. Task type varies by dataset: regression for continuous values (e.g., LD50, hERG inhibition percentage) or binary classification for toxic/non-toxic outcomes (e.g., AMES mutagenicity, cardiotoxicity, hepatotoxicity). Dataset: herg_karim. (1) The drug is CC(C)CCC1(C(=O)c2ccc(N)c(Cl)c2)CCCN1. The result is 0 (non-blocker). (2) The drug is O=C(C=Cc1ccc(CNCCc2c(-c3cccs3)[nH]c3ccccc23)cc1)NO. The result is 1 (blocker). (3) The molecule is C1=C(c2ccccc2)c2ccccc2OC12CCNCC2. The result is 1 (blocker). (4) The compound is CC(C)(C)NC(=O)NCCN1CCN(CC(=O)NC23CC4CC(CC(C4)C2)C3)CC1. The result is 0 (non-blocker). (5) The compound is OCCOCCN1CCN(C(c2ccccc2)c2ccc(Cl)cc2)CC1. The result is 1 (blocker). (6) The compound is O=C(O)CCCOc1cccc(CCCCCCOc2cc(-c3ccccc3)cc(-c3ccccc3)n2)c1CCC(=O)O. The result is 1 (blocker). (7) The drug is Cc1nc(NCC(=O)NC2CN([C@H]3CC[C@@](O)(c4cncs4)CC3)C2)c2cc(C(F)(F)F)ccc2n1. The result is 0 (non-blocker). (8) The result is 0 (non-blocker). The compound is Cc1cc(Nc2ncnc3ccc(-c4ccc(CNCCS(C)(=O)=O)o4)cc23)ccc1Oc1ccn2ncnc2c1. (9) The result is 1 (blocker). The compound is NC1=N[C@@]2(CO1)c1cc(-c3cccnc3F)ccc1Oc1c2cc(N2CCC(F)(F)CC2)nc1F.